This data is from NCI-60 drug combinations with 297,098 pairs across 59 cell lines. The task is: Regression. Given two drug SMILES strings and cell line genomic features, predict the synergy score measuring deviation from expected non-interaction effect. (1) Drug 1: CS(=O)(=O)CCNCC1=CC=C(O1)C2=CC3=C(C=C2)N=CN=C3NC4=CC(=C(C=C4)OCC5=CC(=CC=C5)F)Cl. Drug 2: CC1CC(C(C(C=C(C(C(C=CC=C(C(=O)NC2=CC(=O)C(=C(C1)C2=O)OC)C)OC)OC(=O)N)C)C)O)OC. Cell line: HCT116. Synergy scores: CSS=53.7, Synergy_ZIP=3.01, Synergy_Bliss=1.95, Synergy_Loewe=-4.74, Synergy_HSA=3.58. (2) Drug 1: C1=CC(=C2C(=C1NCCNCCO)C(=O)C3=C(C=CC(=C3C2=O)O)O)NCCNCCO. Drug 2: C1CC(C1)(C(=O)O)C(=O)O.[NH2-].[NH2-].[Pt+2]. Cell line: SK-OV-3. Synergy scores: CSS=65.3, Synergy_ZIP=-5.36, Synergy_Bliss=-3.59, Synergy_Loewe=-14.0, Synergy_HSA=-0.231. (3) Drug 1: CC1OCC2C(O1)C(C(C(O2)OC3C4COC(=O)C4C(C5=CC6=C(C=C35)OCO6)C7=CC(=C(C(=C7)OC)O)OC)O)O. Drug 2: C1CCC(CC1)NC(=O)N(CCCl)N=O. Cell line: U251. Synergy scores: CSS=59.3, Synergy_ZIP=-2.36, Synergy_Bliss=-0.409, Synergy_Loewe=-2.73, Synergy_HSA=3.83. (4) Drug 1: CC1CCCC2(C(O2)CC(NC(=O)CC(C(C(=O)C(C1O)C)(C)C)O)C(=CC3=CSC(=N3)C)C)C. Drug 2: CC12CCC3C(C1CCC2OP(=O)(O)O)CCC4=C3C=CC(=C4)OC(=O)N(CCCl)CCCl.[Na+]. Cell line: SF-295. Synergy scores: CSS=43.3, Synergy_ZIP=-3.42, Synergy_Bliss=-15.6, Synergy_Loewe=-39.4, Synergy_HSA=-12.8. (5) Drug 1: CC1C(C(=O)NC(C(=O)N2CCCC2C(=O)N(CC(=O)N(C(C(=O)O1)C(C)C)C)C)C(C)C)NC(=O)C3=C4C(=C(C=C3)C)OC5=C(C(=O)C(=C(C5=N4)C(=O)NC6C(OC(=O)C(N(C(=O)CN(C(=O)C7CCCN7C(=O)C(NC6=O)C(C)C)C)C)C(C)C)C)N)C. Drug 2: CC1=C(C(=CC=C1)Cl)NC(=O)C2=CN=C(S2)NC3=CC(=NC(=N3)C)N4CCN(CC4)CCO. Cell line: K-562. Synergy scores: CSS=62.3, Synergy_ZIP=11.4, Synergy_Bliss=14.5, Synergy_Loewe=-14.0, Synergy_HSA=10.4. (6) Drug 1: COC1=C(C=C2C(=C1)N=CN=C2NC3=CC(=C(C=C3)F)Cl)OCCCN4CCOCC4. Drug 2: CC1=C2C(C(=O)C3(C(CC4C(C3C(C(C2(C)C)(CC1OC(=O)C(C(C5=CC=CC=C5)NC(=O)OC(C)(C)C)O)O)OC(=O)C6=CC=CC=C6)(CO4)OC(=O)C)O)C)O. Cell line: A498. Synergy scores: CSS=49.0, Synergy_ZIP=3.90, Synergy_Bliss=5.53, Synergy_Loewe=9.16, Synergy_HSA=10.6.